This data is from NCI-60 drug combinations with 297,098 pairs across 59 cell lines. The task is: Regression. Given two drug SMILES strings and cell line genomic features, predict the synergy score measuring deviation from expected non-interaction effect. (1) Drug 1: CC1=C2C(C(=O)C3(C(CC4C(C3C(C(C2(C)C)(CC1OC(=O)C(C(C5=CC=CC=C5)NC(=O)OC(C)(C)C)O)O)OC(=O)C6=CC=CC=C6)(CO4)OC(=O)C)O)C)O. Drug 2: C(CN)CNCCSP(=O)(O)O. Cell line: OVCAR-4. Synergy scores: CSS=2.96, Synergy_ZIP=-2.05, Synergy_Bliss=0.248, Synergy_Loewe=-12.0, Synergy_HSA=-0.172. (2) Drug 1: CCCCC(=O)OCC(=O)C1(CC(C2=C(C1)C(=C3C(=C2O)C(=O)C4=C(C3=O)C=CC=C4OC)O)OC5CC(C(C(O5)C)O)NC(=O)C(F)(F)F)O. Drug 2: COCCOC1=C(C=C2C(=C1)C(=NC=N2)NC3=CC=CC(=C3)C#C)OCCOC.Cl. Cell line: MCF7. Synergy scores: CSS=29.3, Synergy_ZIP=-2.72, Synergy_Bliss=-3.18, Synergy_Loewe=-9.97, Synergy_HSA=-4.07. (3) Drug 1: CC1=C(C=C(C=C1)NC2=NC=CC(=N2)N(C)C3=CC4=NN(C(=C4C=C3)C)C)S(=O)(=O)N.Cl. Drug 2: C1=CC(=CC=C1CCCC(=O)O)N(CCCl)CCCl. Cell line: RXF 393. Synergy scores: CSS=27.1, Synergy_ZIP=10.7, Synergy_Bliss=16.8, Synergy_Loewe=15.6, Synergy_HSA=19.0. (4) Drug 1: CCC1=C2CN3C(=CC4=C(C3=O)COC(=O)C4(CC)O)C2=NC5=C1C=C(C=C5)O. Drug 2: CCC1(CC2CC(C3=C(CCN(C2)C1)C4=CC=CC=C4N3)(C5=C(C=C6C(=C5)C78CCN9C7C(C=CC9)(C(C(C8N6C)(C(=O)OC)O)OC(=O)C)CC)OC)C(=O)OC)O.OS(=O)(=O)O. Cell line: OVCAR3. Synergy scores: CSS=25.5, Synergy_ZIP=0.502, Synergy_Bliss=3.83, Synergy_Loewe=-6.59, Synergy_HSA=3.06. (5) Synergy scores: CSS=36.7, Synergy_ZIP=0.931, Synergy_Bliss=3.43, Synergy_Loewe=-5.55, Synergy_HSA=5.33. Drug 2: CC1=CC=C(C=C1)C2=CC(=NN2C3=CC=C(C=C3)S(=O)(=O)N)C(F)(F)F. Drug 1: CCC1=CC2CC(C3=C(CN(C2)C1)C4=CC=CC=C4N3)(C5=C(C=C6C(=C5)C78CCN9C7C(C=CC9)(C(C(C8N6C)(C(=O)OC)O)OC(=O)C)CC)OC)C(=O)OC.C(C(C(=O)O)O)(C(=O)O)O. Cell line: U251.